Dataset: Reaction yield outcomes from USPTO patents with 853,638 reactions. Task: Predict the reaction yield, written as a fraction of the theoretical maximum amount of product (1.0 means a 100% yield; for example, 0.34 means a 34% yield). (1) The reactants are [O:1]1[C:5]2([CH2:10][CH2:9][CH:8]([N:11]3[C:16](=[O:17])[C:15]([CH2:18][C:19]4[CH:24]=[CH:23][C:22]([C:25]5[C:26]([C:31]#[N:32])=[CH:27][CH:28]=[CH:29][CH:30]=5)=[CH:21][CH:20]=4)=[C:14]([CH2:33][CH2:34][CH3:35])[N:13]4[N:36]=[C:37]([CH3:39])[N:38]=[C:12]34)[CH2:7][CH2:6]2)[O:4][CH2:3][CH2:2]1.C([BH3-])#N.[Na+].B(F)(F)F.CCOCC.C(=O)([O-])O.[Na+]. The catalyst is O1CCCC1. The product is [OH:1][CH2:2][CH2:3][O:4][C@@H:5]1[CH2:10][CH2:9][C@H:8]([N:11]2[C:16](=[O:17])[C:15]([CH2:18][C:19]3[CH:24]=[CH:23][C:22]([C:25]4[C:26]([C:31]#[N:32])=[CH:27][CH:28]=[CH:29][CH:30]=4)=[CH:21][CH:20]=3)=[C:14]([CH2:33][CH2:34][CH3:35])[N:13]3[N:36]=[C:37]([CH3:39])[N:38]=[C:12]23)[CH2:7][CH2:6]1. The yield is 0.420. (2) The reactants are [C:1]([C@@H:9]1[CH2:14][CH2:13][CH2:12][N:11]([C:15]([O:17][C:18]([CH3:21])([CH3:20])[CH3:19])=[O:16])[CH2:10]1)(=[O:8])[C:2]1[CH:7]=[CH:6][CH:5]=[CH:4][CH:3]=1.[B]1OC2C(=CC=CC=2)O1.O. The catalyst is CCOCC. The product is [OH:8][C@@H:1]([C:2]1[CH:3]=[CH:4][CH:5]=[CH:6][CH:7]=1)[C@@H:9]1[CH2:14][CH2:13][CH2:12][N:11]([C:15]([O:17][C:18]([CH3:19])([CH3:20])[CH3:21])=[O:16])[CH2:10]1. The yield is 0.430. (3) The reactants are [CH3:1][C:2]1[N:11]=[C:10]([N:12]([C:14]2[CH:19]=[CH:18][C:17]([N:20](C)[C:21](=O)C)=[CH:16][CH:15]=2)[CH3:13])[C:9]2[C:4](=[CH:5][CH:6]=[CH:7][CH:8]=2)[N:3]=1.C(OCC)(=O)C. The catalyst is CO.[OH-].[Na+]. The product is [CH3:1][C:2]1[N:11]=[C:10]([N:12]([C:14]2[CH:15]=[CH:16][C:17]([NH:20][CH3:21])=[CH:18][CH:19]=2)[CH3:13])[C:9]2[C:4](=[CH:5][CH:6]=[CH:7][CH:8]=2)[N:3]=1. The yield is 0.310. (4) The reactants are [CH3:1][O:2][C:3]([C:5]1([C:8]2[CH:13]=[CH:12][C:11]([OH:14])=[CH:10][CH:9]=2)[CH2:7][CH2:6]1)=[O:4].[C:15]([O:19][C:20](=[O:23])[CH:21]=[CH2:22])([CH3:18])([CH3:17])[CH3:16]. No catalyst specified. The product is [CH3:1][O:2][C:3]([C:5]1([C:8]2[CH:9]=[CH:10][C:11]([O:14][CH2:22][CH2:21][C:20]([O:19][C:15]([CH3:18])([CH3:17])[CH3:16])=[O:23])=[CH:12][CH:13]=2)[CH2:6][CH2:7]1)=[O:4]. The yield is 0.540. (5) The reactants are [Cl:1][C:2]1[CH:3]=[CH:4][CH:5]=[C:6]2[C:10]=1[C:9](=[O:11])[N:8]([C:12]1[C:20]3[C:15](=[N:16][CH:17]=[C:18]([C:21]4[CH:26]=[CH:25][C:24]([S:27]([CH:30]5[CH2:35][CH2:34][N:33](C(OC(C)(C)C)=O)[CH2:32][CH2:31]5)(=[O:29])=[O:28])=[CH:23][CH:22]=4)[N:19]=3)[N:14](C(C3C=CC=CC=3)(C3C=CC=CC=3)C3C=CC=CC=3)[CH:13]=1)[CH2:7]2.C([SiH](CC)CC)C.[C:69]([OH:75])([C:71]([F:74])([F:73])[F:72])=[O:70]. The catalyst is C(Cl)Cl. The product is [OH:75][C:69]([C:71]([F:74])([F:73])[F:72])=[O:70].[Cl:1][C:2]1[CH:3]=[CH:4][CH:5]=[C:6]2[C:10]=1[C:9](=[O:11])[N:8]([C:12]1[C:20]3[C:15](=[N:16][CH:17]=[C:18]([C:21]4[CH:22]=[CH:23][C:24]([S:27]([CH:30]5[CH2:35][CH2:34][NH:33][CH2:32][CH2:31]5)(=[O:28])=[O:29])=[CH:25][CH:26]=4)[N:19]=3)[NH:14][CH:13]=1)[CH2:7]2. The yield is 0.590. (6) The reactants are [NH2:1][CH2:2][CH2:3][CH2:4][OH:5].[N+:6]([O-:9])([OH:8])=[O:7]. The catalyst is C(OC(=O)C)(=O)C. The product is [N+:6]([O-:9])([OH:8])=[O:7].[N+:6]([O:5][CH2:4][CH2:3][CH2:2][NH2:1])([O-:8])=[O:7]. The yield is 0.800. (7) The reactants are [I-].[CH3:2][P+](C1C=CC=CC=1)(C1C=CC=CC=1)C1C=CC=CC=1.CC(C)([O-])C.[K+].[CH:28]1[C:37]2[C:32](=[CH:33][CH:34]=[CH:35][CH:36]=2)[CH:31]=[C:30]([S:38][C:39]2[CH:44]=[CH:43][CH:42]=[CH:41][C:40]=2[CH:45]=O)[CH:29]=1.C(=O)(O)[O-].[Na+]. The catalyst is CCOCC. The product is [CH:28]1[C:37]2[C:32](=[CH:33][CH:34]=[CH:35][CH:36]=2)[CH:31]=[C:30]([S:38][C:39]2[CH:44]=[CH:43][CH:42]=[CH:41][C:40]=2[CH:45]=[CH2:2])[CH:29]=1. The yield is 0.810.